Dataset: B-cell epitopes from IEDB database with 3,159 antigens for binding position prediction. Task: Token-level Classification. Given an antigen amino acid sequence, predict which amino acid positions are active epitope sites capable of antibody binding. Output is a list of indices for active positions. (1) Given the antigen sequence: MSLYRSPSASVMRSASMLSRSGGFDAYGFGGYGAPSLNVADLGSLTRLEDKIRLLQDDLETERELRNRIERERADLSCQLISLTDRLEEAEGTTDAQIDANRKRESELQKLRKILEDSQLESEDSLNQLRKKHQESLLDYQQQIEQLQKKNSKIDRERQRLQHEVIELTAGIDQMQKDKHAAEKAAEKHEAHARELQNRVDDLAKNLNDLASQRQRLQQENNDLMKELHDVKVQMENIQHVKTQLAQQLEEARRRLEDAERERSQMQTQLHQMQLELDSIQGALEEESSARAEAEHKLSLANTEISQWKSKFDAEVSLHQEEVDDLRKKMIQKQAEYEEQIEIMLQKISQLEKAKSRLQSEVEVLIVDLEKAQSTIAILERQKEQLERMVAEMKTRLDEVTQELEATQRELRATQAELQKMKHLYEKAVEQKEALARENKKLQDDLHEAKEALADANRKLHELDLENARLAGEIRELQIALKEAEAARRDAESRAQRAVA..., which amino acid positions are active epitope sites? The epitope positions are: [87, 88, 89, 90, 91, 92, 93, 94, 95, 96, 97, 98, 99, 100, 101, 102, 103, 104, 105, 106]. The amino acids at these positions are: EEAEGTTDAQIDANRKRESE. (2) Given the antigen sequence: EEAFTYLCTAPGCATQTPVPVRLAGVRFESKIVDGGCFAPWDLEATGACICEIPTDVSCEGLGAWVPTAPCARIWNGTQRACTFWAVNAYSSGGYAQLASYFNPGGSYYKQYHPTACEVEPAFGHSDAACWGFPTDTVMSVFALASYVQHPHKTVRVKFHTETRTVWQLSVAGVSCNVTTEHPFCNTPHGQLEVQVPPDPGDLVEYIMNYTGNQQSRWGLGSPNCHGPDWASPVCQRHSPDCSRLVGATPERPRLRLVDADDPLLRTAPGPGEVWVTPVIGSQARKCGLHIRAGPYGHATVEMAEWIHAHTTSDPWHPPGPLGLKFKTVRPVALPRALAPPRNVRVTGCYQCGTPALVEGLAPGGGNCHLTVNGEDVGAFPPGKFVTAGLLNTPPPYQVSCGGESDRASARVIDPAAQSFTGVVYGTHTTAVSETRQTWAEWAAAHWWQLTLGAICTLLLAGLLACCAKCLYYLRGAIAPR, which amino acid positions are active epitope sites? The epitope positions are: [308, 309, 310, 311, 312, 313, 314, 315, 316, 317, 318, 319]. The amino acids at these positions are: AHTTSDPWHPPG. (3) Given the antigen sequence: MGDVGPRWANWDPSRSGVRDHPGQQSETLPHATFLQKIKFWEVISDEHGIDPTGTYHGDSDLQLDRISVYYNEATGGKYVPRAILVDLEPGTMDSVRSGPFGQIFRPDNFVFGQSGAGNNWAKGHYTEGAELVDSVLDVVRKEAESCDCLQGFQLTHSLGGGTGSGMGTLLISKIREEYPDRIMNTFSVVPSPKVSDTVVEPYNATLSVHQLVENTDETYCIDNEALYDICFRTLKLTTPTYGDLNHLVSATMSGVTTCLRFPGQLNADLRKLAVNMVPFPRLHFFMPGFAPLTSRGSQQYRALTVPELTQQVFDAKNMMAACDPRHGRYLTVAAVFRGRMSMKEVDEQMLNVQNKNSSYFVEWIPNNVKTAVCDIPPRGLKMAVTFIGNSTAIQELFKRISEQFTAMFRRKAFLHWYTGEGMDEMEFTEAESNMNDLVSEYQQYQDATAEEEEDFGEEAEEEA, which amino acid positions are active epitope sites? The epitope positions are: [368, 369, 370, 371, 372, 373, 374, 375, 376, 377, 378, 379, 380, 381, 382]. The amino acids at these positions are: VKTAVCDIPPRGLKM. (4) Given the antigen sequence: MERRRITSAARRSYVSSGEMMVGGLAPGRRLGPGTRLSLARMPPPLPTRVDFSLAGALNAGFKETRASERAEMMELNDRFASYIEKVRFLEQQNKALAAELNQLRAKEPTKLADVYQAELRELRLRLDQLTANSARLEVERDNLAQDLATVRQKLQDETNLRLEAENNLAAYRQEADEATLARLDLERKIESLEEEIRFLRKIHEEEVRELQEQLARQQVHVELDVAKPDLTAALKEIRTQYEAMASSNMHEAEEWYRSKFADLTDAAARNAELLRQAKHEANDYRRQLQSLTCDLESLRGTNESLERQMREQEERHVREAASYQEALARLEEEGQSLKDEMARHLQEYQDLLNVKLALDIEIATYRKLLEGEENRITIPVQTFSNLQIRGQYSRASWEGHWSPAPSSRACRLLQTGTEDQGKGIQLSLGAFVTLQRS, which amino acid positions are active epitope sites? The epitope positions are: [377, 378, 379, 380, 381, 382, 383, 384, 385, 386, 387, 388, 389, 390, 391]. The amino acids at these positions are: TIPVQTFSNLQIRGQ. (5) Given the antigen sequence: MNNQRKKAKNTPFNMLKRERNRVSTVQQLTKRFSLGMLQGRGPLKLFMALVAFLRFLTIPPTAGILKRWGTIKKSKAINVLRGFRKEIGRMLNILNRRRR, which amino acid positions are active epitope sites? The epitope positions are: [1, 2, 3, 4, 5, 6, 7, 8, 9, 10, 11, 12, 13, 14, 15, 16, 17, 18, 19, 20]. The amino acids at these positions are: NNQRKKAKNTPFNMLKRERN.